From a dataset of Full USPTO retrosynthesis dataset with 1.9M reactions from patents (1976-2016). Predict the reactants needed to synthesize the given product. Given the product [CH2:26]([O:1][C:2]1[CH:3]=[CH:4][C:5]([C:8]([C:11]2[CH:12]=[CH:13][C:14]([OH:17])=[CH:15][CH:16]=2)([CH3:10])[CH3:9])=[CH:6][CH:7]=1)[C:25]#[CH:24], predict the reactants needed to synthesize it. The reactants are: [OH:1][C:2]1[CH:7]=[CH:6][C:5]([C:8]([C:11]2[CH:16]=[CH:15][C:14]([OH:17])=[CH:13][CH:12]=2)([CH3:10])[CH3:9])=[CH:4][CH:3]=1.C([O-])([O-])=O.[K+].[K+].[CH2:24](Br)[C:25]#[CH:26].C(OCC)(=O)C.